The task is: Regression/Classification. Given a drug SMILES string, predict its absorption, distribution, metabolism, or excretion properties. Task type varies by dataset: regression for continuous measurements (e.g., permeability, clearance, half-life) or binary classification for categorical outcomes (e.g., BBB penetration, CYP inhibition). For this dataset (clearance_hepatocyte_az), we predict log10(clearance) (log10 of the in vitro intrinsic clearance, CLint, in uL/min per 10^6 hepatocytes; values are censored to the assay range of 3 to 150, which is 0.477 to 2.18 on this log10 scale).. This data is from Hepatocyte clearance measurements from AstraZeneca. The drug is Cc1ccc(S(=O)(=O)Nc2c(C(=O)N[C@@H](C)C(C)(C)C)c(C)nn2C(C)C)cc1. The log10(clearance) is 0.480.